Dataset: Forward reaction prediction with 1.9M reactions from USPTO patents (1976-2016). Task: Predict the product of the given reaction. (1) Given the reactants [CH2:1]([N:3]1[C:12](=[O:13])[CH2:11][CH2:10][C@H:4]1[C:5]([O:7]CC)=[O:6])[CH3:2].[OH-].[Na+], predict the reaction product. The product is: [CH2:1]([N:3]1[C:12](=[O:13])[CH2:11][CH2:10][C@H:4]1[C:5]([OH:7])=[O:6])[CH3:2]. (2) Given the reactants [Cl:1][C:2]1[CH:8]=[CH:7][C:5]([NH2:6])=[CH:4][C:3]=1[C:9]1[CH:14]=[CH:13][CH:12]=[CH:11][N:10]=1.[CH3:15][N:16]([CH3:29])[C:17]([C:19]1[CH:27]=[CH:26][C:22]([C:23](O)=[O:24])=[C:21]([CH3:28])[CH:20]=1)=[O:18], predict the reaction product. The product is: [Cl:1][C:2]1[CH:8]=[CH:7][C:5]([NH:6][C:23](=[O:24])[C:22]2[CH:26]=[CH:27][C:19]([C:17]([N:16]([CH3:29])[CH3:15])=[O:18])=[CH:20][C:21]=2[CH3:28])=[CH:4][C:3]=1[C:9]1[CH:14]=[CH:13][CH:12]=[CH:11][N:10]=1. (3) Given the reactants [CH2:1]([N:8]1[C:16]2[C:11](=[CH:12][C:13](Br)=[CH:14][CH:15]=2)[CH:10]=[CH:9]1)[C:2]1[CH:7]=[CH:6][CH:5]=[CH:4][CH:3]=1.[C:18]([C:21]1[CH:26]=[CH:25][C:24](B(O)O)=[CH:23][CH:22]=1)(=[O:20])[CH3:19].ClCCl.C(=O)([O-])[O-].[K+].[K+], predict the reaction product. The product is: [CH2:1]([N:8]1[C:16]2[C:11](=[CH:12][C:13]([C:24]3[CH:25]=[CH:26][C:21]([C:18](=[O:20])[CH3:19])=[CH:22][CH:23]=3)=[CH:14][CH:15]=2)[CH:10]=[CH:9]1)[C:2]1[CH:7]=[CH:6][CH:5]=[CH:4][CH:3]=1. (4) The product is: [CH:25]1(/[CH:23]=[CH:24]/[C:2]2[CH:14]=[CH:13][C:5]([C:6]([O:8][C:9]([CH3:12])([CH3:11])[CH3:10])=[O:7])=[C:4]([NH:15][C:16]3[CH:21]=[CH:20][C:19]([F:22])=[CH:18][CH:17]=3)[CH:3]=2)[CH2:30][CH2:29][CH2:28][CH2:27][CH2:26]1. Given the reactants Br[C:2]1[CH:14]=[CH:13][C:5]([C:6]([O:8][C:9]([CH3:12])([CH3:11])[CH3:10])=[O:7])=[C:4]([NH:15][C:16]2[CH:21]=[CH:20][C:19]([F:22])=[CH:18][CH:17]=2)[CH:3]=1.[CH:23]([CH:25]1[CH2:30][CH2:29][CH2:28][CH2:27][CH2:26]1)=[CH2:24].C(=O)([O-])[O-].[Cs+].[Cs+], predict the reaction product.